This data is from Catalyst prediction with 721,799 reactions and 888 catalyst types from USPTO. The task is: Predict which catalyst facilitates the given reaction. (1) Product: [F:1][C:2]1[CH:7]=[C:6]([C:32]2[CH:37]=[CH:36][CH:35]=[C:34]([CH3:38])[N:33]=2)[CH:5]=[CH:4][C:3]=1[CH2:17][N:18]1[CH2:19][CH2:20][N:21]([C:24]([O:26][C:27]([CH3:30])([CH3:28])[CH3:29])=[O:25])[CH2:22][CH2:23]1. The catalyst class is: 103. Reactant: [F:1][C:2]1[CH:7]=[C:6](B2OC(C)(C)C(C)(C)O2)[CH:5]=[CH:4][C:3]=1[CH2:17][N:18]1[CH2:23][CH2:22][N:21]([C:24]([O:26][C:27]([CH3:30])([CH3:29])[CH3:28])=[O:25])[CH2:20][CH2:19]1.Br[C:32]1[CH:37]=[CH:36][CH:35]=[C:34]([CH3:38])[N:33]=1.C(=O)([O-])[O-].[K+].[K+].O1CCOCC1. (2) Reactant: [Cl:1][C@H:2]1[C@H:7]([O:8][Si:9]([C:12]([CH3:15])([CH3:14])[CH3:13])([CH3:11])[CH3:10])[C@@H:6]([CH2:16][O:17][Si:18]([C:21]([CH3:24])([CH3:23])[CH3:22])([CH3:20])[CH3:19])[O:5][CH:3]1[OH:4].C(N(CC)CC)C.CS([Cl:36])(=O)=O. Product: [Cl:36][C:3]1([O:5][C@H:6]([CH2:16][O:17][Si:18]([C:21]([CH3:24])([CH3:23])[CH3:22])([CH3:19])[CH3:20])[C@@H:7]([O:8][Si:9]([C:12]([CH3:15])([CH3:14])[CH3:13])([CH3:11])[CH3:10])[C@@H:2]1[Cl:1])[OH:4]. The catalyst class is: 2. (3) Reactant: [C:1]1([C:7]2[CH2:12][O:11][CH2:10][CH2:9][C:8]=2[CH2:13]O)[CH:6]=[CH:5][CH:4]=[CH:3][CH:2]=1.[Br:15]P(Br)(C1C=CC=CC=1)(C1C=CC=CC=1)C1C=CC=CC=1. Product: [Br:15][CH2:13][C:8]1[CH2:9][CH2:10][O:11][CH2:12][C:7]=1[C:1]1[CH:6]=[CH:5][CH:4]=[CH:3][CH:2]=1. The catalyst class is: 2. (4) Reactant: [CH3:1][N:2]([CH:4]([C:13]1[CH:18]=[CH:17][CH:16]=[C:15]([F:19])[CH:14]=1)[CH:5]1[CH2:10][CH2:9][CH:8]([CH:11]=O)[CH2:7][CH2:6]1)[CH3:3].Cl.[NH2:21][OH:22]. Product: [CH3:1][N:2]([CH:4]([C:13]1[CH:18]=[CH:17][CH:16]=[C:15]([F:19])[CH:14]=1)[CH:5]1[CH2:10][CH2:9][CH:8]([CH:11]=[N:21][OH:22])[CH2:7][CH2:6]1)[CH3:3]. The catalyst class is: 8. (5) Reactant: [H-].[Al+3].[Li+].[H-].[H-].[H-].[C:7](O[C:12]1[CH:16]=[CH:15][C-:14](CC)[CH:13]=1)(=[O:10])[CH2:8][CH3:9].[CH-:19]1[CH:23]=[CH:22][CH:21]=[CH:20]1.[Fe+2:24]. Product: [C-:19]1([CH2:9][CH2:8][CH2:7][OH:10])[CH:23]=[CH:22][CH:21]=[CH:20]1.[CH-:12]1[CH:16]=[CH:15][CH:14]=[CH:13]1.[Fe+2:24]. The catalyst class is: 28. (6) Reactant: Cl[C:2]1[CH:7]=[C:6]([C:8]2[CH:13]=[CH:12][CH:11]=[C:10]([F:14])[C:9]=2[F:15])[N:5]=[CH:4][N:3]=1.[CH2:16]([OH:20])[C:17]#[C:18][CH3:19].[H-].[Na+].O. Product: [F:15][C:9]1[C:10]([F:14])=[CH:11][CH:12]=[CH:13][C:8]=1[C:6]1[CH:7]=[C:2]([O:20][CH2:16][C:17]#[C:18][CH3:19])[N:3]=[CH:4][N:5]=1. The catalyst class is: 9.